Dataset: Forward reaction prediction with 1.9M reactions from USPTO patents (1976-2016). Task: Predict the product of the given reaction. (1) Given the reactants [Cl:1][C:2]1[CH:7]=[CH:6][N:5]=[C:4]([C:8](=[O:19])[C:9]([C:11]2[CH:16]=[CH:15][C:14]([O:17]C)=[CH:13][CH:12]=2)=[O:10])[CH:3]=1.B(Br)(Br)Br.O.C(=O)([O-])O.[Na+], predict the reaction product. The product is: [Cl:1][C:2]1[CH:7]=[CH:6][N:5]=[C:4]([C:8](=[O:19])[C:9]([C:11]2[CH:16]=[CH:15][C:14]([OH:17])=[CH:13][CH:12]=2)=[O:10])[CH:3]=1. (2) Given the reactants FC(F)(F)C(O)=O.C(OC(=O)[NH:14][CH:15]1[CH2:19][CH2:18][N:17]([C:20]2[CH:21]=[N:22][C:23]([F:26])=[CH:24][CH:25]=2)[CH2:16]1)(C)(C)C.[Cl:28]CCl, predict the reaction product. The product is: [ClH:28].[F:26][C:23]1[N:22]=[CH:21][C:20]([N:17]2[CH2:18][CH2:19][C@H:15]([NH2:14])[CH2:16]2)=[CH:25][CH:24]=1. (3) Given the reactants [Cl:1][C:2]1[N:3]=[CH:4][N:5](COCC[Si](C)(C)C)[C:6]=1[C:7]([NH:9][CH2:10][C:11]1[CH:16]=[CH:15][C:14]([Cl:17])=[C:13]([O:18][C:19]2[CH:24]=[C:23]([C:25]#[CH:26])[CH:22]=[C:21]([C:27]#[N:28])[CH:20]=2)[C:12]=1[F:29])=[O:8].C(O)(C(F)(F)F)=O, predict the reaction product. The product is: [Cl:1][C:2]1[N:3]=[CH:4][NH:5][C:6]=1[C:7]([NH:9][CH2:10][C:11]1[CH:16]=[CH:15][C:14]([Cl:17])=[C:13]([O:18][C:19]2[CH:24]=[C:23]([C:25]#[CH:26])[CH:22]=[C:21]([C:27]#[N:28])[CH:20]=2)[C:12]=1[F:29])=[O:8].